This data is from NCI-60 drug combinations with 297,098 pairs across 59 cell lines. The task is: Regression. Given two drug SMILES strings and cell line genomic features, predict the synergy score measuring deviation from expected non-interaction effect. (1) Drug 1: CC1OCC2C(O1)C(C(C(O2)OC3C4COC(=O)C4C(C5=CC6=C(C=C35)OCO6)C7=CC(=C(C(=C7)OC)O)OC)O)O. Drug 2: CN(C)N=NC1=C(NC=N1)C(=O)N. Cell line: MDA-MB-231. Synergy scores: CSS=25.0, Synergy_ZIP=8.09, Synergy_Bliss=9.30, Synergy_Loewe=-9.50, Synergy_HSA=6.83. (2) Drug 1: COC1=C(C=C2C(=C1)N=CN=C2NC3=CC(=C(C=C3)F)Cl)OCCCN4CCOCC4. Drug 2: C1C(C(OC1N2C=NC(=NC2=O)N)CO)O. Cell line: SK-MEL-28. Synergy scores: CSS=19.5, Synergy_ZIP=-1.65, Synergy_Bliss=3.72, Synergy_Loewe=0.639, Synergy_HSA=2.04.